From a dataset of Forward reaction prediction with 1.9M reactions from USPTO patents (1976-2016). Predict the product of the given reaction. (1) Given the reactants Br[CH2:2][C:3]1[CH:7]=[CH:6][S:5][CH:4]=1.[B:8]1([B:8]2[O:12][C:11]([CH3:14])([CH3:13])[C:10]([CH3:16])([CH3:15])[O:9]2)[O:12][C:11]([CH3:14])([CH3:13])[C:10]([CH3:16])([CH3:15])[O:9]1.C(=O)([O-])[O-].[K+].[K+], predict the reaction product. The product is: [CH3:15][C:10]1([CH3:16])[C:11]([CH3:14])([CH3:13])[O:12][B:8]([CH2:2][C:3]2[CH:7]=[CH:6][S:5][CH:4]=2)[O:9]1. (2) Given the reactants [N-:1]=[N+]=[N-].[Na+].[C:5]1(=[O:15])[C:14]2[C:9](=[CH:10][CH:11]=[CH:12][CH:13]=2)[CH2:8][CH2:7][CH2:6]1.[OH-].[Na+], predict the reaction product. The product is: [NH:1]1[C:14]2[CH:13]=[CH:12][CH:11]=[CH:10][C:9]=2[CH2:8][CH2:7][CH2:6][C:5]1=[O:15]. (3) Given the reactants [CH:1]1([NH:4][C:5](=[O:31])[C:6]2[CH:11]=[C:10]([F:12])[C:9]([CH3:13])=[C:8]([C:14]3[CH:15]=[C:16]4[C:21](=[CH:22][CH:23]=3)[C:20](=[O:24])[N:19]([CH2:25][CH:26]3[CH2:28][CH2:27]3)[CH:18]=[C:17]4[CH:29]=O)[CH:7]=2)[CH2:3][CH2:2]1.[CH3:32][C@@H:33]1[NH:38][CH2:37][CH2:36][N:35](C(OC(C)(C)C)=O)[CH2:34]1.C([BH3-])#N.[Na+].Cl.N, predict the reaction product. The product is: [CH:1]1([NH:4][C:5](=[O:31])[C:6]2[CH:11]=[C:10]([F:12])[C:9]([CH3:13])=[C:8]([C:14]3[CH:15]=[C:16]4[C:21](=[CH:22][CH:23]=3)[C:20](=[O:24])[N:19]([CH2:25][CH:26]3[CH2:28][CH2:27]3)[CH:18]=[C:17]4[CH2:29][N:38]3[CH2:37][CH2:36][NH:35][CH2:34][C@@H:33]3[CH3:32])[CH:7]=2)[CH2:3][CH2:2]1. (4) Given the reactants [F:1][C:2]1[CH:3]=[CH:4][CH:5]=[C:6]2[C:10]=1[N:9]([C@@H:11]([C:16]1[CH:21]=[C:20]([F:22])[CH:19]=[C:18]([F:23])[CH:17]=1)[C@H:12]([OH:15])[CH2:13]O)[C:8](=[O:24])[C:7]2([CH3:26])[CH3:25].C1(C)C=CC(S(Cl)(=O)=O)=CC=1.[N:38]1C=CC=C[CH:39]=1, predict the reaction product. The product is: [F:23][C:18]1[CH:17]=[C:16]([C@H:11]([N:9]2[C:10]3[C:6](=[CH:5][CH:4]=[CH:3][C:2]=3[F:1])[C:7]([CH3:26])([CH3:25])[C:8]2=[O:24])[C@H:12]([OH:15])[CH2:13][NH:38][CH3:39])[CH:21]=[C:20]([F:22])[CH:19]=1. (5) The product is: [CH3:16][C:6]1([CH3:17])[C:5]2[CH:4]=[CH:3][C:2]([N:18]3[CH:22]=[CH:21][CH:20]=[N:19]3)=[CH:15][C:14]=2[NH:13][C:12]2[C:7]1=[CH:8][CH:9]=[CH:10][CH:11]=2. Given the reactants Br[C:2]1[CH:3]=[CH:4][C:5]2[C:6]([CH3:17])([CH3:16])[C:7]3[C:12]([NH:13][C:14]=2[CH:15]=1)=[CH:11][CH:10]=[CH:9][CH:8]=3.[NH:18]1[CH:22]=[CH:21][CH:20]=[N:19]1.C([O-])([O-])=O.[K+].[K+].[C@@H]1(N)CCCC[C@H]1N, predict the reaction product. (6) Given the reactants [NH2:1][C:2]1[CH:23]=[CH:22][C:5]([O:6][C:7]2[CH:8]=[CH:9][C:10]3[N:11]([CH:13]=[C:14]([NH:16][C:17]([CH:19]4[CH2:21][CH2:20]4)=[O:18])[N:15]=3)[CH:12]=2)=[C:4]([F:24])[CH:3]=1.[F:25][C:26]1[CH:31]=[CH:30][C:29]([N:32]2[C:37]([CH3:38])=[CH:36][CH:35]=[C:34]([C:39](O)=[O:40])[C:33]2=[O:42])=[CH:28][C:27]=1[CH3:43].CN(C(ON1N=NC2C=CC=NC1=2)=[N+](C)C)C.F[P-](F)(F)(F)(F)F.C(N(CC)C(C)C)(C)C.C(=O)([O-])O.[Na+], predict the reaction product. The product is: [CH:19]1([C:17]([NH:16][C:14]2[N:15]=[C:10]3[CH:9]=[CH:8][C:7]([O:6][C:5]4[CH:22]=[CH:23][C:2]([NH:1][C:39]([C:34]5[C:33](=[O:42])[N:32]([C:29]6[CH:30]=[CH:31][C:26]([F:25])=[C:27]([CH3:43])[CH:28]=6)[C:37]([CH3:38])=[CH:36][CH:35]=5)=[O:40])=[CH:3][C:4]=4[F:24])=[CH:12][N:11]3[CH:13]=2)=[O:18])[CH2:21][CH2:20]1. (7) Given the reactants [NH2:1][C:2]1[S:3][C:4]2[C:9]([N:10]=1)=[CH:8][CH:7]=[C:6]([O:11][C:12]1[CH:13]=[C:14]([NH:18][C:19]([C:21]3[N:25]([CH3:26])[N:24]=[C:23]([CH3:27])[CH:22]=3)=[O:20])[CH:15]=[CH:16][CH:17]=1)[N:5]=2.C(N(CC)CC)C.[CH:35]1([C:38](Cl)=[O:39])[CH2:37][CH2:36]1, predict the reaction product. The product is: [CH:35]1([C:38]([NH:1][C:2]2[S:3][C:4]3[C:9]([N:10]=2)=[CH:8][CH:7]=[C:6]([O:11][C:12]2[CH:13]=[C:14]([NH:18][C:19]([C:21]4[N:25]([CH3:26])[N:24]=[C:23]([CH3:27])[CH:22]=4)=[O:20])[CH:15]=[CH:16][CH:17]=2)[N:5]=3)=[O:39])[CH2:37][CH2:36]1.